This data is from hERG potassium channel inhibition data for cardiac toxicity prediction from Karim et al.. The task is: Regression/Classification. Given a drug SMILES string, predict its toxicity properties. Task type varies by dataset: regression for continuous values (e.g., LD50, hERG inhibition percentage) or binary classification for toxic/non-toxic outcomes (e.g., AMES mutagenicity, cardiotoxicity, hepatotoxicity). Dataset: herg_karim. (1) The result is 0 (non-blocker). The drug is COc1cc(-c2cn([C@@H]3CCc4c(F)cccc4N(CC(F)(F)F)C3=O)nn2)ccc1-n1cnc(C)n1. (2) The molecule is Cc1cnc(NC(=O)c2cc(Oc3ccc(C#N)cc3)c3cc(C)oc3c2)cn1. The result is 1 (blocker). (3) The drug is C[C@@H](O)c1nc2cnc3[nH]ccc3c2n1[C@H]1CC[C@H](CCC#N)CC1. The result is 0 (non-blocker). (4) The compound is CC(C)n1c(=O)n(C(=O)NCC2CCC(CC3(C(=O)O)CCC3)CC2)c2ccccc21. The result is 0 (non-blocker). (5) The molecule is c1cncc(-c2c[nH]c([C@H]3Cc4c([nH]c5ccccc45)[C@@H](C4CCOCC4)N3)n2)c1. The result is 1 (blocker).